From a dataset of Catalyst prediction with 721,799 reactions and 888 catalyst types from USPTO. Predict which catalyst facilitates the given reaction. (1) Reactant: [F:1][C:2]([F:40])([F:39])[C:3]1[CH:4]=[C:5]([CH:32]=[C:33]([C:35]([F:38])([F:37])[F:36])[CH:34]=1)[CH2:6][N:7]([CH2:14][C:15]1[CH:20]=[C:19]([C:21]([F:24])([F:23])[F:22])[CH:18]=[CH:17][C:16]=1[C:25]1[C:29]([CH2:30][CH3:31])=[CH:28][NH:27][N:26]=1)[C:8]1[N:9]=[N:10][N:11]([CH3:13])[N:12]=1.[H-].[Na+].Br[CH2:44][C:45]([O:47][CH2:48][CH3:49])=[O:46]. Product: [CH2:48]([O:47][C:45](=[O:46])[CH2:44][N:27]1[CH:28]=[C:29]([CH2:30][CH3:31])[C:25]([C:16]2[CH:17]=[CH:18][C:19]([C:21]([F:22])([F:23])[F:24])=[CH:20][C:15]=2[CH2:14][N:7]([CH2:6][C:5]2[CH:4]=[C:3]([C:2]([F:1])([F:39])[F:40])[CH:34]=[C:33]([C:35]([F:36])([F:37])[F:38])[CH:32]=2)[C:8]2[N:9]=[N:10][N:11]([CH3:13])[N:12]=2)=[N:26]1)[CH3:49]. The catalyst class is: 3. (2) Reactant: [Cl:1][C:2]1[CH:32]=[CH:31][C:5]([CH2:6][O:7][C:8]2[CH:13]=[CH:12][N:11]([C:14]3[CH:15]=[CH:16][C:17]4[N:21]=[C:20]([CH:22]5[CH2:24][CH:23]5[C:25]([OH:27])=O)[N:19]([CH3:28])[C:18]=4[CH:29]=3)[C:10](=[O:30])[CH:9]=2)=[CH:4][CH:3]=1.C([N:35](CC)CC)C.ClC(OCC)=O.N. Product: [Cl:1][C:2]1[CH:32]=[CH:31][C:5]([CH2:6][O:7][C:8]2[CH:13]=[CH:12][N:11]([C:14]3[CH:15]=[CH:16][C:17]4[N:21]=[C:20]([CH:22]5[CH2:24][CH:23]5[C:25]([NH2:35])=[O:27])[N:19]([CH3:28])[C:18]=4[CH:29]=3)[C:10](=[O:30])[CH:9]=2)=[CH:4][CH:3]=1. The catalyst class is: 21. (3) Reactant: [CH3:1][O:2][C:3]1[N:8]=[C:7]2[C:9]([C:21]3[N:29](S(C4C=CC(C)=CC=4)(=O)=O)[C:24]4=[N:25][CH:26]=[CH:27][CH:28]=[C:23]4[CH:22]=3)=[CH:10][N:11]([CH2:12][CH2:13][N:14]3[CH2:19][CH2:18][N:17]([CH3:20])[CH2:16][CH2:15]3)[C:6]2=[CH:5][C:4]=1[O:40][CH3:41].CO. Product: [CH3:1][O:2][C:3]1[N:8]=[C:7]2[C:9]([C:21]3[NH:29][C:24]4=[N:25][CH:26]=[CH:27][CH:28]=[C:23]4[CH:22]=3)=[CH:10][N:11]([CH2:12][CH2:13][N:14]3[CH2:15][CH2:16][N:17]([CH3:20])[CH2:18][CH2:19]3)[C:6]2=[CH:5][C:4]=1[O:40][CH3:41]. The catalyst class is: 500.